This data is from Full USPTO retrosynthesis dataset with 1.9M reactions from patents (1976-2016). The task is: Predict the reactants needed to synthesize the given product. Given the product [C:22]([O:7][C:8]1[CH:9]=[C:10]2[C:14](=[CH:15][CH:16]=1)[N:13]([CH3:17])[C:12]([CH3:18])=[C:11]2[C:19]([OH:21])=[O:20])(=[O:24])[CH3:23], predict the reactants needed to synthesize it. The reactants are: N1C=CC=CC=1.[OH:7][C:8]1[CH:9]=[C:10]2[C:14](=[CH:15][CH:16]=1)[N:13]([CH3:17])[C:12]([CH3:18])=[C:11]2[C:19]([OH:21])=[O:20].[C:22](OC(=O)C)(=[O:24])[CH3:23].Cl.